Dataset: Catalyst prediction with 721,799 reactions and 888 catalyst types from USPTO. Task: Predict which catalyst facilitates the given reaction. (1) Reactant: [OH:1][C:2]1[C:7]([OH:8])=[C:6]([CH2:9][N:10]([CH2:15][C:16]([OH:18])=O)[CH2:11][C:12]([OH:14])=[O:13])[CH:5]=[CH:4][C:3]=1[CH2:19][N:20]([CH2:25][C:26]([OH:28])=O)[CH2:21][C:22]([OH:24])=[O:23]. Product: [C:2]([O:1][C:2]1[C:3]([CH2:19][N:20]2[CH2:25][C:26](=[O:28])[O:23][C:22](=[O:24])[CH2:21]2)=[CH:4][CH:5]=[C:6]([CH2:9][N:10]2[CH2:11][C:12](=[O:14])[O:13][C:16](=[O:18])[CH2:15]2)[C:7]=1[O:8][C:7](=[O:8])[CH3:6])(=[O:1])[CH3:3]. The catalyst class is: 17. (2) Reactant: [Cl:1][C:2]1[CH:7]=[CH:6][C:5]([CH2:8]Cl)=[CH:4][N:3]=1.O.[C-:11]#[N:12].[K+]. Product: [Cl:1][C:2]1[N:3]=[CH:4][C:5]([CH2:8][C:11]#[N:12])=[CH:6][CH:7]=1. The catalyst class is: 8. (3) Reactant: Cl[CH2:2][CH2:3][CH2:4][CH2:5][S:6]([NH:9][CH3:10])(=[O:8])=[O:7].[I-].[Na+].[N-:13]=[N+:14]=[N-:15].[Na+]. Product: [N:13]([CH2:2][CH2:3][CH2:4][CH2:5][S:6]([NH:9][CH3:10])(=[O:8])=[O:7])=[N+:14]=[N-:15]. The catalyst class is: 3. (4) Reactant: [CH3:1][O:2][C:3]1[CH:4]=[C:5]([C:11]2[C@@H:20]3[C@@H:15]([CH2:16][CH2:17][CH2:18][CH2:19]3)[C:14](=[O:21])[N:13]([CH:22]3[CH2:27][CH2:26][N:25]([C:28](=[O:49])[C@H:29]([NH:41]C(=O)OC(C)(C)C)[CH2:30][C:31]4[CH:36]=[CH:35][C:34]([C:37]([F:40])([F:39])[F:38])=[CH:33][CH:32]=4)[CH2:24][CH2:23]3)[N:12]=2)[CH:6]=[CH:7][C:8]=1[O:9][CH3:10].FC(F)(F)C(O)=O.C(=O)(O)[O-].[Na+]. Product: [NH2:41][C@H:29]([CH2:30][C:31]1[CH:36]=[CH:35][C:34]([C:37]([F:38])([F:40])[F:39])=[CH:33][CH:32]=1)[C:28]([N:25]1[CH2:24][CH2:23][CH:22]([N:13]2[N:12]=[C:11]([C:5]3[CH:6]=[CH:7][C:8]([O:9][CH3:10])=[C:3]([O:2][CH3:1])[CH:4]=3)[C@@H:20]3[C@@H:15]([CH2:16][CH2:17][CH2:18][CH2:19]3)[C:14]2=[O:21])[CH2:27][CH2:26]1)=[O:49]. The catalyst class is: 2. (5) Reactant: [N:1]([CH2:4][CH2:5][O:6][CH2:7][CH2:8][O:9][CH2:10][CH2:11][O:12][CH2:13][C:14]1[CH:23]=[C:22]([OH:24])[CH:21]=[C:20]2[C:15]=1[CH:16]=[C:17]([C:26]([OH:28])=O)[C:18](=[O:25])[O:19]2)=[N+:2]=[N-:3].Cl.C1C=CC2N(O)N=NC=2C=1.O.[C:41]1([SH:47])[CH:46]=[CH:45][CH:44]=[CH:43][CH:42]=1. Product: [CH:44]1[CH:45]=[CH:46][C:41]([S:47][C:26]([C:17]2[C:18](=[O:25])[O:19][C:20]3[CH:21]=[C:22]([OH:24])[CH:23]=[C:14]([CH2:13][O:12][CH2:11][CH2:10][O:9][CH2:8][CH2:7][O:6][CH2:5][CH2:4][N:1]=[N+:2]=[N-:3])[C:15]=3[CH:16]=2)=[O:28])=[CH:42][CH:43]=1. The catalyst class is: 3. (6) Reactant: [CH3:1][C:2]1[NH:3][C:4](=O)[C:5]([C:14]([NH2:16])=O)=[N:6][C:7]=1[C:8]1[CH:13]=[CH:12][CH:11]=[CH:10][CH:9]=1.C(N(CC)CC)C.P(Cl)(Cl)(Cl)(Cl)[Cl:26]. Product: [Cl:26][C:4]1[C:5]([C:14]#[N:16])=[N:6][C:7]([C:8]2[CH:13]=[CH:12][CH:11]=[CH:10][CH:9]=2)=[C:2]([CH3:1])[N:3]=1. The catalyst class is: 286.